From a dataset of Peptide-MHC class II binding affinity with 134,281 pairs from IEDB. Regression. Given a peptide amino acid sequence and an MHC pseudo amino acid sequence, predict their binding affinity value. This is MHC class II binding data. (1) The peptide sequence is TSQYRIQGKLEYRH. The MHC is DRB5_0101 with pseudo-sequence DRB5_0101. The binding affinity (normalized) is 0.547. (2) The peptide sequence is VFEKHILPFMSDLAS. The MHC is DRB1_0101 with pseudo-sequence DRB1_0101. The binding affinity (normalized) is 0.596. (3) The peptide sequence is ADLVPTATLLDTY. The MHC is DRB1_1501 with pseudo-sequence DRB1_1501. The binding affinity (normalized) is 0. (4) The peptide sequence is GIVVAWKVRLLPVPP. The MHC is DRB1_1501 with pseudo-sequence DRB1_1501. The binding affinity (normalized) is 0.970. (5) The peptide sequence is RDIFLSQHHPSSLLL. The MHC is DRB4_0101 with pseudo-sequence DRB4_0103. The binding affinity (normalized) is 0.899. (6) The peptide sequence is DNQPTVTIKVYEGERPLTKD. The MHC is DRB1_0405 with pseudo-sequence DRB1_0405. The binding affinity (normalized) is 0.459. (7) The peptide sequence is MGVSDVPRDLEVVAA. The MHC is DRB1_0301 with pseudo-sequence DRB1_0301. The binding affinity (normalized) is 0.413.